This data is from Forward reaction prediction with 1.9M reactions from USPTO patents (1976-2016). The task is: Predict the product of the given reaction. (1) Given the reactants [Cl:1][C:2]1[C:7]([F:8])=[CH:6][CH:5]=[C:4]([Cl:9])[C:3]=1[C@H:10]([O:12][C:13]1[C:14]2[O:22][CH:21]=[C:20]([C:23]3[CH2:24][CH2:25][NH:26][CH2:27][CH:28]=3)[C:15]=2[CH:16]=[N:17][C:18]=1[NH2:19])[CH3:11].CCN(C(C)C)C(C)C.CN(C(ON1N=NC2C=CC=CC1=2)=[N+](C)C)C.[B-](F)(F)(F)F.[C:60](O)(=[O:63])[CH2:61][OH:62], predict the reaction product. The product is: [NH2:19][C:18]1[N:17]=[CH:16][C:15]2[C:20]([C:23]3[CH2:24][CH2:25][N:26]([C:61](=[O:62])[CH2:60][OH:63])[CH2:27][CH:28]=3)=[CH:21][O:22][C:14]=2[C:13]=1[O:12][C@@H:10]([C:3]1[C:4]([Cl:9])=[CH:5][CH:6]=[C:7]([F:8])[C:2]=1[Cl:1])[CH3:11]. (2) Given the reactants [CH3:1][C:2]1[O:6][C:5]([C:7]([NH:9][C:10]([C:13]2[N:19]([CH3:20])[C:17](=[O:18])[C:16]([O-:21])=[C:15]([C:22]([NH:24][CH2:25][C:26]3[CH:27]=[CH:28][C:29]([F:32])=[CH:30][CH:31]=3)=[O:23])[N:14]=2)([CH3:12])[CH3:11])=[O:8])=[N:4][N:3]=1.[K+].Cl, predict the reaction product. The product is: [CH3:1][C:2]1[O:6][C:5]([C:7]([NH:9][C:10]([C:13]2[N:19]([CH3:20])[C:17](=[O:18])[C:16]([OH:21])=[C:15]([C:22]([NH:24][CH2:25][C:26]3[CH:27]=[CH:28][C:29]([F:32])=[CH:30][CH:31]=3)=[O:23])[N:14]=2)([CH3:12])[CH3:11])=[O:8])=[N:4][N:3]=1. (3) The product is: [Cl:1][C:2]1[C:3]([C:23]#[C:24][C:25]2[CH:30]=[CH:29][CH:28]=[CH:27][C:26]=2[F:31])=[CH:4][C:5]2[N:9]=[C:8]([O:10][C:11]3[CH:12]=[CH:13][C:14]([CH3:21])=[C:15]([CH:20]=3)[C:16]([OH:18])=[O:17])[NH:7][C:6]=2[CH:22]=1. Given the reactants [Cl:1][C:2]1[C:3]([C:23]#[C:24][C:25]2[CH:30]=[CH:29][CH:28]=[CH:27][C:26]=2[F:31])=[CH:4][C:5]2[N:9]=[C:8]([O:10][C:11]3[CH:12]=[CH:13][C:14]([CH3:21])=[C:15]([CH:20]=3)[C:16]([O:18]C)=[O:17])[NH:7][C:6]=2[CH:22]=1.[OH-].[Na+], predict the reaction product. (4) Given the reactants [O:1]1[CH2:6][CH2:5][CH2:4][CH2:3][CH:2]1[O:7][CH2:8][C:9]([O:11]CC)=O.[CH:14](OCC)=O.[H-].[Na+].[C:21](=[NH:31])([NH2:30])[CH:22]=[CH:23][C:24]1[CH:29]=[CH:28][CH:27]=[CH:26][CH:25]=1, predict the reaction product. The product is: [CH:22](/[C:21]1[NH:30][C:9](=[O:11])[C:8]([O:7][CH:2]2[CH2:3][CH2:4][CH2:5][CH2:6][O:1]2)=[CH:14][N:31]=1)=[CH:23]\[C:24]1[CH:25]=[CH:26][CH:27]=[CH:28][CH:29]=1. (5) The product is: [CH3:43][O:44][CH2:45][C:46]1[CH:47]=[CH:48][C:49]([O:54][C:55]([F:56])([F:57])[F:58])=[C:50]([CH:51]=1)[CH2:52][NH:53][C:38](=[O:39])[NH:1][C:2]1[N:6]([C:7]2[CH:12]=[CH:11][CH:10]=[CH:9][CH:8]=2)[N:5]=[C:4]([O:13][CH:14]2[CH2:15][C:16]3([CH2:19][N:18]([C:20]([O:22][C:23]([CH3:24])([CH3:25])[CH3:26])=[O:21])[CH2:17]3)[CH2:27]2)[C:3]=1[CH3:28]. Given the reactants [NH2:1][C:2]1[N:6]([C:7]2[CH:12]=[CH:11][CH:10]=[CH:9][CH:8]=2)[N:5]=[C:4]([O:13][CH:14]2[CH2:27][C:16]3([CH2:19][N:18]([C:20]([O:22][C:23]([CH3:26])([CH3:25])[CH3:24])=[O:21])[CH2:17]3)[CH2:15]2)[C:3]=1[CH3:28].C1(C2C=CC([CH2:38][O:39]C)=CC=2CN)CC1.[CH3:43][O:44][CH2:45][C:46]1[CH:47]=[CH:48][C:49]([O:54][C:55]([F:58])([F:57])[F:56])=[C:50]([CH2:52][NH2:53])[CH:51]=1, predict the reaction product. (6) Given the reactants [O:1]1[CH:5]=[N:4][N:3]=[C:2]1[C:6]1[CH:11]=[CH:10][N:9]2[C:12]3[CH2:18][C@H:17]([NH2:19])[C@@H:16]([C:20]4[CH:25]=[C:24]([F:26])[C:23]([F:27])=[CH:22][C:21]=4[F:28])[CH2:15][C:13]=3[N:14]=[C:8]2[CH:7]=1.[C:29](OCC)(OCC)(OCC)C, predict the reaction product. The product is: [CH3:29][C:5]1[O:1][C:2]([C:6]2[CH:11]=[CH:10][N:9]3[C:12]4[CH2:18][C@H:17]([NH2:19])[C@@H:16]([C:20]5[CH:25]=[C:24]([F:26])[C:23]([F:27])=[CH:22][C:21]=5[F:28])[CH2:15][C:13]=4[N:14]=[C:8]3[CH:7]=2)=[N:3][N:4]=1. (7) Given the reactants [F:1][CH:2]([P:4](=[O:11])([O:8][CH2:9][CH3:10])[O:5][CH2:6][CH3:7])[F:3].[Li+].CC([N-]C(C)C)C.[I:20][CH2:21][CH2:22][O:23][CH2:24][CH2:25][O:26][CH2:27][CH2:28]I, predict the reaction product. The product is: [F:1][C:2]([P:4](=[O:11])([O:5][CH2:6][CH3:7])[O:8][CH2:9][CH3:10])([F:3])[CH2:28][CH2:27][O:26][CH2:25][CH2:24][O:23][CH2:22][CH2:21][I:20]. (8) Given the reactants [CH3:1][C:2]1[CH:3]=[CH:4][C:5]([NH:8][CH:9]2[CH2:14][CH2:13][N:12]([CH2:15][C:16]34[CH2:25][CH:20]5[CH2:21][CH:22]([CH2:24][C:18]([C:26]([O:28][CH3:29])=[O:27])([CH2:19]5)[CH2:17]3)[CH2:23]4)[CH2:11][CH2:10]2)=[N:6][CH:7]=1.C(N(CC)CC)C.[O:37]1[CH:41]=[CH:40][CH:39]=[C:38]1[C:42]([Cl:44])=[O:43].O.N, predict the reaction product. The product is: [ClH:44].[CH3:29][O:28][C:26]([C:18]12[CH2:24][CH:22]3[CH2:21][CH:20]([CH2:25][C:16]([CH2:15][N:12]4[CH2:13][CH2:14][CH:9]([N:8]([C:5]5[CH:4]=[CH:3][C:2]([CH3:1])=[CH:7][N:6]=5)[C:42]([C:38]5[O:37][CH:41]=[CH:40][CH:39]=5)=[O:43])[CH2:10][CH2:11]4)([CH2:23]3)[CH2:17]1)[CH2:19]2)=[O:27].